This data is from Catalyst prediction with 721,799 reactions and 888 catalyst types from USPTO. The task is: Predict which catalyst facilitates the given reaction. (1) Reactant: C[Si](C)(C)[CH:3]1[S:8][CH2:7][CH2:6][CH2:5][S:4]1.C([Li])CCC.[CH3:16][O:17][C:18]1[CH:19]=[C:20]([CH:39]=[CH:40][C:41]=1[O:42][CH3:43])[CH2:21][NH:22][C:23]1[N:28]2[N:29]=[C:30]([C:32]3[O:33][CH:34]=[CH:35][CH:36]=3)[N:31]=[C:27]2[C:26]([CH:37]=O)=[CH:25][N:24]=1.O. Product: [CH3:16][O:17][C:18]1[CH:19]=[C:20]([CH:39]=[CH:40][C:41]=1[O:42][CH3:43])[CH2:21][NH:22][C:23]1[N:28]2[N:29]=[C:30]([C:32]3[O:33][CH:34]=[CH:35][CH:36]=3)[N:31]=[C:27]2[C:26]([CH:37]=[C:3]2[S:8][CH2:7][CH2:6][CH2:5][S:4]2)=[CH:25][N:24]=1. The catalyst class is: 1. (2) Reactant: Cl.[NH:2]1[CH2:5][CH:4]([C:6]2[C:11]([Cl:12])=[N:10][CH:9]=[CH:8][N:7]=2)[CH2:3]1.Cl[C:14]1[N:23]=[CH:22][C:21]2[C:16](=[CH:17][CH:18]=[CH:19][CH:20]=2)[N:15]=1.C(=O)([O-])[O-].[Cs+].[Cs+]. Product: [Cl:12][C:11]1[C:6]([CH:4]2[CH2:5][N:2]([C:14]3[N:23]=[CH:22][C:21]4[C:16](=[CH:17][CH:18]=[CH:19][CH:20]=4)[N:15]=3)[CH2:3]2)=[N:7][CH:8]=[CH:9][N:10]=1. The catalyst class is: 18. (3) Reactant: C[O:2][C:3]([C:5]1[N:6]([CH2:19][C:20]2[CH:25]=[CH:24][C:23]([O:26][CH3:27])=[CH:22][CH:21]=2)[N:7]=[C:8]([NH:10][CH2:11][C:12]2[CH:17]=[CH:16][C:15]([F:18])=[CH:14][CH:13]=2)[CH:9]=1)=O.[AlH4-].[Li+]. Product: [F:18][C:15]1[CH:14]=[CH:13][C:12]([CH2:11][NH:10][C:8]2[CH:9]=[C:5]([CH2:3][OH:2])[N:6]([CH2:19][C:20]3[CH:25]=[CH:24][C:23]([O:26][CH3:27])=[CH:22][CH:21]=3)[N:7]=2)=[CH:17][CH:16]=1. The catalyst class is: 7. (4) Reactant: [CH2:1](OC(NC1C=CC(N2C(C)=CN=C2)=C(F)C=1)=O)C1C=CC=CC=1.[F:25][C:26]1[CH:27]=[C:28]([N:38]2[CH2:42][C@H:41]([CH2:43][OH:44])[O:40][C:39]2=[O:45])[CH:29]=[CH:30][C:31]=1[N:32]1[C:36](C)=[CH:35][N:34]=[CH:33]1.C([Li])CCC.C(OC(=O)CCC)[C@@H]1OC1.C(=O)(O)[O-].[Na+]. Product: [F:25][C:26]1[CH:27]=[C:28]([N:38]2[CH2:42][C@H:41]([CH2:43][OH:44])[O:40][C:39]2=[O:45])[CH:29]=[CH:30][C:31]=1[N:32]1[CH:36]=[C:35]([CH3:1])[N:34]=[CH:33]1. The catalyst class is: 83. (5) Reactant: [F:1][C:2]([F:32])([F:31])[CH:3]([OH:30])[C:4]([CH3:29])([CH3:28])[CH:5]([C:12]1[CH:13]=[C:14]2[C:18](=[CH:19][CH:20]=1)[N:17]([C:21]1[CH:26]=[CH:25][C:24]([F:27])=[CH:23][CH:22]=1)[N:16]=[CH:15]2)[C:6]1[CH:11]=[CH:10][CH:9]=[CH:8][CH:7]=1.CC(OI1(OC(C)=O)(OC(C)=O)OC(=O)C2C=CC=CC1=2)=O. Product: [F:32][C:2]([F:1])([F:31])[C:3](=[O:30])[C:4]([CH3:29])([CH3:28])[CH:5]([C:12]1[CH:13]=[C:14]2[C:18](=[CH:19][CH:20]=1)[N:17]([C:21]1[CH:22]=[CH:23][C:24]([F:27])=[CH:25][CH:26]=1)[N:16]=[CH:15]2)[C:6]1[CH:11]=[CH:10][CH:9]=[CH:8][CH:7]=1. The catalyst class is: 2. (6) Reactant: FC(F)(F)C(O)=O.[F:8][C:9]1[CH:14]=[CH:13][C:12]([N:15]2[C:23]3[C:18](=[C:19]([CH2:24][CH2:25][C@@H:26]([NH:28]C(=O)OC(C)(C)C)[CH3:27])[CH:20]=[CH:21][CH:22]=3)[CH:17]=[N:16]2)=[CH:11][CH:10]=1. Product: [F:8][C:9]1[CH:10]=[CH:11][C:12]([N:15]2[C:23]3[C:18](=[C:19]([CH2:24][CH2:25][C@@H:26]([NH2:28])[CH3:27])[CH:20]=[CH:21][CH:22]=3)[CH:17]=[N:16]2)=[CH:13][CH:14]=1. The catalyst class is: 4. (7) Product: [CH3:16][NH:17][CH2:12][CH2:11][CH2:10][CH2:9][S:6]([CH2:5][CH2:4][CH2:3][C:2]([F:15])([F:14])[F:1])(=[O:8])=[O:7]. Reactant: [F:1][C:2]([F:15])([F:14])[CH2:3][CH2:4][CH2:5][S:6]([CH2:9][CH2:10][CH2:11][CH2:12]Cl)(=[O:8])=[O:7].[CH3:16][NH2:17]. The catalyst class is: 8.